This data is from Full USPTO retrosynthesis dataset with 1.9M reactions from patents (1976-2016). The task is: Predict the reactants needed to synthesize the given product. Given the product [O:1]1[C:2]2[CH:3]=[C:4]([C:5]([O:7][CH3:8])=[O:6])[CH:9]=[CH:10][C:11]=2[CH:12]=[CH:13]1, predict the reactants needed to synthesize it. The reactants are: [OH:1][C:2]1[CH:3]=[C:4]([CH:9]=[CH:10][C:11]=1[C:12]#[CH:13])[C:5]([O:7][CH3:8])=[O:6].